This data is from Full USPTO retrosynthesis dataset with 1.9M reactions from patents (1976-2016). The task is: Predict the reactants needed to synthesize the given product. (1) Given the product [C:1]([C:3]1[CH:49]=[CH:48][C:6]2[NH:7][C:8]([C:10]([NH:33][S:34]([C:36]([CH3:38])([CH3:37])[CH3:39])=[O:35])([C:12]3[C:20]([CH3:21])=[CH:19][C:18]([CH3:22])=[C:17]4[C:13]=3[CH:14]=[CH:15][N:16]4[S:23]([C:26]3[CH:32]=[CH:31][C:29]([CH3:30])=[CH:28][CH:27]=3)(=[O:25])=[O:24])[CH3:11])=[N:9][C:5]=2[CH:4]=1)#[N:2], predict the reactants needed to synthesize it. The reactants are: [C:1]([C:3]1[CH:49]=[CH:48][C:6]2[N:7](COCC[Si](C)(C)C)[C:8]([C:10]([NH:33][S:34]([C:36]([CH3:39])([CH3:38])[CH3:37])=[O:35])([C:12]3[C:20]([CH3:21])=[CH:19][C:18]([CH3:22])=[C:17]4[C:13]=3[CH:14]=[CH:15][N:16]4[S:23]([C:26]3[CH:32]=[CH:31][C:29]([CH3:30])=[CH:28][CH:27]=3)(=[O:25])=[O:24])[CH3:11])=[N:9][C:5]=2[CH:4]=1)#[N:2].C(C1C=CC2N=C(C(NS(C(C)(C)C)=O)(C3C(C)=CC(C)=C4C=3C=CN4S(C3C=CC(C)=CC=3)(=O)=O)C)N(COCC[Si](C)(C)C)C=2C=1)#N. (2) Given the product [CH3:28][N:3]([C:4]([C:6]1[CH:7]=[CH:8][C:9]([C:12]2[CH:17]=[CH:16][C:15]([N+:18]([O-:20])=[O:19])=[CH:14][CH:13]=2)=[CH:10][CH:11]=1)=[O:5])[C:2]([CH3:1])([C:22]([O:24][CH3:25])=[O:23])[CH3:21], predict the reactants needed to synthesize it. The reactants are: [CH3:1][C:2]([C:22]([O:24][CH3:25])=[O:23])([CH3:21])[NH:3][C:4]([C:6]1[CH:11]=[CH:10][C:9]([C:12]2[CH:17]=[CH:16][C:15]([N+:18]([O-:20])=[O:19])=[CH:14][CH:13]=2)=[CH:8][CH:7]=1)=[O:5].[H-].[Na+].[CH3:28]N(C)C=O.IC. (3) The reactants are: [CH2:1]([O:3][C:4](=[O:16])[C:5]1[CH:10]=[C:9]([N+:11]([O-:13])=[O:12])[C:8](F)=[CH:7][C:6]=1[F:15])[CH3:2].[NH3:17]. Given the product [NH2:17][C:8]1[C:9]([N+:11]([O-:13])=[O:12])=[CH:10][C:5]([C:4]([O:3][CH2:1][CH3:2])=[O:16])=[C:6]([F:15])[CH:7]=1, predict the reactants needed to synthesize it. (4) Given the product [CH3:27][C:26]1[N:2]=[C:1]([C:3]2[CH:8]=[CH:7][N:6]=[C:5]([N:9]3[CH2:10][CH2:11][N:12]([C:15]([O:17][CH2:18][C:19]([CH3:22])([CH3:21])[CH3:20])=[O:16])[CH2:13][CH2:14]3)[CH:4]=2)[O:24][N:23]=1, predict the reactants needed to synthesize it. The reactants are: [C:1]([C:3]1[CH:8]=[CH:7][N:6]=[C:5]([N:9]2[CH2:14][CH2:13][N:12]([C:15]([O:17][CH2:18][C:19]([CH3:22])([CH3:21])[CH3:20])=[O:16])[CH2:11][CH2:10]2)[CH:4]=1)#[N:2].[N+:23]([CH2:26][CH3:27])([O-])=[O:24].C1(N=C=O)C=CC=CC=1. (5) Given the product [Cl:22][C:8]1[C:7]([O:23][CH3:24])=[CH:6][CH:5]=[C:4]2[C:9]=1[N:10]=[C:11]([C:13]1[N:14]=[C:15]([NH:18][CH:19]([CH3:21])[CH3:20])[O:16][CH:17]=1)[CH:2]=[C:1]2[OH:3], predict the reactants needed to synthesize it. The reactants are: [C:1]([C:4]1[C:9]([NH:10][C:11]([C:13]2[N:14]=[C:15]([NH:18][CH:19]([CH3:21])[CH3:20])[O:16][CH:17]=2)=O)=[C:8]([Cl:22])[C:7]([O:23][CH3:24])=[CH:6][CH:5]=1)(=[O:3])[CH3:2].[H-].[Na+].C1COCC1.Cl. (6) Given the product [C:22]([C:24]1[CH:25]=[C:26]([CH:30]=[CH:31][C:32]=1[O:33][CH3:34])[C:27]([NH:21][CH:18]1[CH2:17][CH2:16][N:15]([CH2:14][CH2:13][C:4]2[C:3]([CH3:2])=[C:11]3[C:7](=[CH:6][CH:5]=2)[C:8](=[O:12])[O:9][CH2:10]3)[CH2:20][CH2:19]1)=[O:28])#[N:23], predict the reactants needed to synthesize it. The reactants are: [Cl-].[CH3:2][C:3]1[C:11]2[CH2:10][O:9][C:8](=[O:12])[C:7]=2[CH:6]=[CH:5][C:4]=1[CH2:13][CH2:14][N:15]1[CH2:20][CH2:19][CH:18]([NH3+:21])[CH2:17][CH2:16]1.[C:22]([C:24]1[CH:25]=[C:26]([CH:30]=[CH:31][C:32]=1[O:33][CH3:34])[C:27](O)=[O:28])#[N:23]. (7) Given the product [CH3:15][C@H:10]1[O:11][C@@H:12]([CH3:14])[CH2:13][N:8]([C:4]2[CH:5]=[CH:6][CH:7]=[C:2]([B:16]3[O:20][C:19]([CH3:22])([CH3:21])[C:18]([CH3:24])([CH3:23])[O:17]3)[CH:3]=2)[CH2:9]1, predict the reactants needed to synthesize it. The reactants are: Br[C:2]1[CH:3]=[C:4]([N:8]2[CH2:13][C@H:12]([CH3:14])[O:11][C@H:10]([CH3:15])[CH2:9]2)[CH:5]=[CH:6][CH:7]=1.[B:16]1([B:16]2[O:20][C:19]([CH3:22])([CH3:21])[C:18]([CH3:24])([CH3:23])[O:17]2)[O:20][C:19]([CH3:22])([CH3:21])[C:18]([CH3:24])([CH3:23])[O:17]1.C(Cl)Cl.C([O-])(=O)C.[K+].